This data is from Reaction yield outcomes from USPTO patents with 853,638 reactions. The task is: Predict the reaction yield, written as a fraction of the theoretical maximum amount of product (1.0 means a 100% yield; for example, 0.34 means a 34% yield). The reactants are CN(C)[C@H]1C[C@@H](C)O[C@@H]([O:10][C@@H:11]2[C@@H:25]([CH3:26])[C@H:24]([OH:27])[C@@H:23]([CH3:28])[C:22](=[O:29])[O:21][C@H:20]([CH2:30][CH3:31])[C@:19]([OH:33])([CH3:32])[C@H:18]([OH:34])[C@@H:17]([CH3:35])[NH:16][CH2:15][C@H:14]([CH3:36])[CH2:13][C@:12]2([OH:38])[CH3:37])[C@@H]1O.Cl.[OH-].[Na+]. The catalyst is C(Cl)Cl. The product is [CH2:30]([C@@H:20]1[C@:19]([OH:33])([CH3:32])[C@H:18]([OH:34])[C@@H:17]([CH3:35])[NH:16][CH2:15][C@H:14]([CH3:36])[CH2:13][C@:12]([OH:38])([CH3:37])[C@H:11]([OH:10])[C@@H:25]([CH3:26])[C@H:24]([OH:27])[C@@H:23]([CH3:28])[C:22](=[O:29])[O:21]1)[CH3:31]. The yield is 0.619.